From a dataset of Forward reaction prediction with 1.9M reactions from USPTO patents (1976-2016). Predict the product of the given reaction. (1) Given the reactants [CH3:1][Mg]Br.CON(C)[C:7]([C:9]1[CH:10]=[C:11]2[C:16](=[CH:17][CH:18]=1)[N:15]=[CH:14][CH:13]=[CH:12]2)=[O:8], predict the reaction product. The product is: [N:15]1[C:16]2[C:11](=[CH:10][C:9]([C:7](=[O:8])[CH3:1])=[CH:18][CH:17]=2)[CH:12]=[CH:13][CH:14]=1. (2) Given the reactants [F:1][C:2]([F:26])([F:25])[C:3]1[CH:4]=[CH:5][C:6]([OH:24])=[C:7]([C:9]2[N:10]([C:15]3[N:20]=[C:19]([C:21]([OH:23])=[O:22])[CH:18]=[CH:17][CH:16]=3)[C:11]([CH3:14])=[CH:12][CH:13]=2)[CH:8]=1.[F:27][C:28]1[C:35]([F:36])=[CH:34][CH:33]=[CH:32][C:29]=1[CH2:30]Br.C([O-])([O-])=O.[K+].[K+].O, predict the reaction product. The product is: [F:27][C:28]1[C:35]([F:36])=[CH:34][CH:33]=[CH:32][C:29]=1[CH2:30][O:22][C:21](=[O:23])[C:19]1[CH:18]=[CH:17][CH:16]=[C:15]([N:10]2[C:11]([CH3:14])=[CH:12][CH:13]=[C:9]2[C:7]2[CH:8]=[C:3]([C:2]([F:1])([F:25])[F:26])[CH:4]=[CH:5][C:6]=2[O:24][CH2:30][C:29]2[CH:32]=[CH:33][CH:34]=[C:35]([F:36])[C:28]=2[F:27])[N:20]=1. (3) Given the reactants [Cl:1][C:2]1[S:6][C:5]2[C:7]3([O:29][CH2:30][C:31]([F:33])([F:32])[C:4]=2[CH:3]=1)[CH2:12][CH2:11][N:10]([CH2:13][C:14]1[C:15]([CH3:28])=[N:16][N:17]([C:19]2[C:26]([F:27])=[CH:25][CH:24]=[CH:23][C:20]=2[C:21]#[N:22])[CH:18]=1)[CH2:9][CH2:8]3.C[Mg]Br.B(F)(F)F.[CH3:41][CH2:42]OCC.Cl.[OH-].[Na+], predict the reaction product. The product is: [Cl:1][C:2]1[S:6][C:5]2[C:7]3([O:29][CH2:30][C:31]([F:33])([F:32])[C:4]=2[CH:3]=1)[CH2:8][CH2:9][N:10]([CH2:13][C:14]1[C:15]([CH3:28])=[N:16][N:17]([C:19]2[C:26]([F:27])=[CH:25][CH:24]=[CH:23][C:20]=2[C:21]2([NH2:22])[CH2:42][CH2:41]2)[CH:18]=1)[CH2:11][CH2:12]3. (4) Given the reactants [I:1][C:2]1[C:6]([CH:7]=[O:8])=[CH:5][NH:4][N:3]=1.[C:9](=O)([O-])[O-].[K+].[K+].CI, predict the reaction product. The product is: [I:1][C:2]1[N:3]([CH3:9])[N:4]=[CH:5][C:6]=1[CH:7]=[O:8]. (5) The product is: [ClH:8].[NH2:9][CH2:10][C:11](=[O:17])[CH2:12][CH2:13][C:14]([O:7][CH:2]([CH2:3][CH2:4][CH2:5][CH3:6])[CH3:1])=[O:15]. Given the reactants [CH3:1][CH:2]([OH:7])[CH2:3][CH2:4][CH2:5][CH3:6].[ClH:8].[NH2:9][CH2:10][C:11](=[O:17])[CH2:12][CH2:13][C:14](O)=[O:15], predict the reaction product. (6) Given the reactants Cl.[C:2]([C:6]1[CH:27]=[CH:26][CH:25]=[CH:24][C:7]=1[O:8][CH2:9][CH2:10][N:11]([CH3:23])[C:12]([C:14]1[C:22]2[CH2:21][CH2:20][NH:19][CH2:18][C:17]=2[NH:16][N:15]=1)=[O:13])([CH3:5])([CH3:4])[CH3:3].[CH3:28][S:29](Cl)(=[O:31])=[O:30], predict the reaction product. The product is: [C:2]([C:6]1[CH:27]=[CH:26][CH:25]=[CH:24][C:7]=1[O:8][CH2:9][CH2:10][N:11]([CH3:23])[C:12]([C:14]1[C:22]2[CH2:21][CH2:20][N:19]([S:29]([CH3:28])(=[O:31])=[O:30])[CH2:18][C:17]=2[NH:16][N:15]=1)=[O:13])([CH3:5])([CH3:3])[CH3:4]. (7) Given the reactants C(OC([N:8]1[CH2:12][CH2:11][CH2:10][C@H:9]1[CH2:13][N:14]([C:26]1[CH:31]=[CH:30][CH:29]=[C:28]([C:32]2[O:33][C:34](=[O:38])[N:35]([CH3:37])[N:36]=2)[CH:27]=1)[C:15]([C:17]1[C:18]([Cl:25])=[N:19][C:20]([CH3:24])=[N:21][C:22]=1[Cl:23])=[S:16])=O)(C)(C)C.Cl.C(OCC)(=O)C, predict the reaction product. The product is: [ClH:23].[Cl:23][C:22]1[C:17]([C:15]([N:14]([CH2:13][C@@H:9]2[CH2:10][CH2:11][CH2:12][NH:8]2)[C:26]2[CH:31]=[CH:30][CH:29]=[C:28]([C:32]3[O:33][C:34](=[O:38])[N:35]([CH3:37])[N:36]=3)[CH:27]=2)=[S:16])=[C:18]([Cl:25])[N:19]=[C:20]([CH3:24])[N:21]=1.